Regression. Given two drug SMILES strings and cell line genomic features, predict the synergy score measuring deviation from expected non-interaction effect. From a dataset of NCI-60 drug combinations with 297,098 pairs across 59 cell lines. Drug 1: C1=NC2=C(N=C(N=C2N1C3C(C(C(O3)CO)O)O)F)N. Drug 2: CC1=C2C(C(=O)C3(C(CC4C(C3C(C(C2(C)C)(CC1OC(=O)C(C(C5=CC=CC=C5)NC(=O)C6=CC=CC=C6)O)O)OC(=O)C7=CC=CC=C7)(CO4)OC(=O)C)O)C)OC(=O)C. Cell line: MALME-3M. Synergy scores: CSS=7.11, Synergy_ZIP=-5.51, Synergy_Bliss=-3.28, Synergy_Loewe=-5.14, Synergy_HSA=-2.26.